From a dataset of Forward reaction prediction with 1.9M reactions from USPTO patents (1976-2016). Predict the product of the given reaction. (1) Given the reactants [CH2:1]([O:5][C:6]1[CH:11]=[CH:10][C:9]([S:12][CH2:13][C:14]2([C:27]([O:29]CC)=[O:28])[CH2:19][CH2:18][N:17]([C:20]([O:22][C:23]([CH3:26])([CH3:25])[CH3:24])=[O:21])[CH2:16][CH2:15]2)=[CH:8][CH:7]=1)[C:2]#[C:3][CH3:4].[OH-].[Na+].C1COCC1, predict the reaction product. The product is: [C:23]([O:22][C:20]([N:17]1[CH2:18][CH2:19][C:14]([CH2:13][S:12][C:9]2[CH:10]=[CH:11][C:6]([O:5][CH2:1][C:2]#[C:3][CH3:4])=[CH:7][CH:8]=2)([C:27]([OH:29])=[O:28])[CH2:15][CH2:16]1)=[O:21])([CH3:26])([CH3:25])[CH3:24]. (2) Given the reactants [CH3:1][O:2][C:3]([C:5]1[S:15][C:8]2=[CH:9][N:10]=[C:11]([Cl:14])[C:12](Br)=[C:7]2[CH:6]=1)=[O:4].[C:16]1([C:25]2[CH:30]=[CH:29][CH:28]=[CH:27][CH:26]=2)[CH:21]=[CH:20][CH:19]=[C:18](B(O)O)[CH:17]=1.C(=O)([O-])[O-].[Cs+].[Cs+], predict the reaction product. The product is: [CH3:1][O:2][C:3]([C:5]1[S:15][C:8]2=[CH:9][N:10]=[C:11]([Cl:14])[C:12]([C:20]3[CH:21]=[C:16]([C:25]4[CH:30]=[CH:29][CH:28]=[CH:27][CH:26]=4)[CH:17]=[CH:18][CH:19]=3)=[C:7]2[CH:6]=1)=[O:4]. (3) The product is: [Cl:24][CH:2]([Cl:1])[C:3]([NH:5][C@H:6]([CH2:22][F:23])[C@@H:7]([C:8]1[CH:9]=[CH:10][C:11]([C:14]2[CH:19]=[CH:18][N:17]([CH2:32][C:33]#[N:34])[C:16](=[O:20])[CH:15]=2)=[CH:12][CH:13]=1)[OH:21])=[O:4]. Given the reactants [Cl:1][CH:2]([Cl:24])[C:3]([NH:5][C@H:6]([CH2:22][F:23])[C@H:7]([OH:21])[C:8]1[CH:13]=[CH:12][C:11]([C:14]2[CH:19]=[CH:18][NH:17][C:16](=[O:20])[CH:15]=2)=[CH:10][CH:9]=1)=[O:4].C(=O)([O-])[O-].[Cs+].[Cs+].Cl[CH2:32][C:33]#[N:34], predict the reaction product. (4) Given the reactants [NH2:1][C:2]1[CH:10]=[C:9]2[C:5]([CH2:6][CH2:7][N:8]2[C:11]([O:13][C:14]([CH3:17])([CH3:16])[CH3:15])=[O:12])=[CH:4][CH:3]=1.CCN(C(C)C)C(C)C.Cl.[N:28]1[C:37]2[C:32](=[CH:33][CH:34]=[CH:35][CH:36]=2)[C:31]([CH2:38][NH:39][C:40]2[CH:44]=[CH:43][S:42][C:41]=2[C:45](O)=[O:46])=[CH:30][CH:29]=1.C(Cl)CCl.C1C=NC2N(O)N=NC=2C=1, predict the reaction product. The product is: [N:28]1[C:37]2[C:32](=[CH:33][CH:34]=[CH:35][CH:36]=2)[C:31]([CH2:38][NH:39][C:40]2[CH:44]=[CH:43][S:42][C:41]=2[C:45]([NH:1][C:2]2[CH:10]=[C:9]3[C:5]([CH2:6][CH2:7][N:8]3[C:11]([O:13][C:14]([CH3:17])([CH3:16])[CH3:15])=[O:12])=[CH:4][CH:3]=2)=[O:46])=[CH:30][CH:29]=1. (5) Given the reactants [Cl-].O[NH3+:3].[C:4](=[O:7])([O-])[OH:5].[Na+].CS(C)=O.[F:13][C:14]1[CH:19]=[CH:18][C:17]([N:20]2[C:25](=[O:26])[C:24]([CH2:27][C:28]3[CH:33]=[CH:32][C:31]([C:34]4[C:35]([C:40]#[N:41])=[CH:36][CH:37]=[CH:38][CH:39]=4)=[CH:30][CH:29]=3)=[C:23]([CH2:42][CH2:43][CH3:44])[N:22]3[N:45]=[CH:46][N:47]=[C:21]23)=[CH:16][CH:15]=1, predict the reaction product. The product is: [F:13][C:14]1[CH:19]=[CH:18][C:17]([N:20]2[C:25](=[O:26])[C:24]([CH2:27][C:28]3[CH:33]=[CH:32][C:31]([C:34]4[CH:39]=[CH:38][CH:37]=[CH:36][C:35]=4[C:40]4[NH:3][C:4](=[O:7])[O:5][N:41]=4)=[CH:30][CH:29]=3)=[C:23]([CH2:42][CH2:43][CH3:44])[N:22]3[N:45]=[CH:46][N:47]=[C:21]23)=[CH:16][CH:15]=1. (6) Given the reactants Cl.[NH2:2][CH:3]([C@H:9]([CH3:17])[CH2:10][CH:11]([CH3:16])[CH2:12][CH2:13][CH:14]=[CH2:15])[C:4]([O:6][CH2:7][CH3:8])=[O:5].C(N(CC)C(C)C)(C)C.[C:27](O[C:27]([O:29][C:30]([CH3:33])([CH3:32])[CH3:31])=[O:28])([O:29][C:30]([CH3:33])([CH3:32])[CH3:31])=[O:28], predict the reaction product. The product is: [C:30]([O:29][C:27]([NH:2][CH:3]([C@H:9]([CH3:17])[CH2:10][CH:11]([CH3:16])[CH2:12][CH2:13][CH:14]=[CH2:15])[C:4]([O:6][CH2:7][CH3:8])=[O:5])=[O:28])([CH3:33])([CH3:32])[CH3:31]. (7) Given the reactants C([O:3][C:4](=[O:18])[CH2:5][CH2:6][C:7]1[C:12]([CH3:13])=[CH:11][C:10]([C:14]#[N:15])=[CH:9][C:8]=1[CH2:16][CH3:17])C, predict the reaction product. The product is: [C:14]([C:10]1[CH:11]=[C:12]([CH3:13])[C:7]([CH2:6][CH2:5][C:4]([OH:18])=[O:3])=[C:8]([CH2:16][CH3:17])[CH:9]=1)#[N:15]. (8) Given the reactants C(OC1C=C(NCCS(C)(=O)=O)C=CC=1OC)C.[CH2:19]([O:21][C:22]1[CH:23]=[C:24]([CH:30]([NH2:36])[CH2:31][S:32]([CH3:35])(=[O:34])=[O:33])[CH:25]=[CH:26][C:27]=1[O:28][CH3:29])[CH3:20].[C:37]([NH:40][C@H:41]([C:46]([OH:48])=[O:47])[CH2:42][CH:43]([CH3:45])[CH3:44])(=[O:39])[CH3:38], predict the reaction product. The product is: [C:37]([NH:40][C@H:41]([C:46]([OH:48])=[O:47])[CH2:42][CH:43]([CH3:44])[CH3:45])(=[O:39])[CH3:38].[CH2:19]([O:21][C:22]1[CH:23]=[C:24]([C@H:30]([NH2:36])[CH2:31][S:32]([CH3:35])(=[O:34])=[O:33])[CH:25]=[CH:26][C:27]=1[O:28][CH3:29])[CH3:20]. (9) Given the reactants [S:1]1[C:5]2[CH:6]=[CH:7][CH:8]=[CH:9][C:4]=2[C:3]([NH:10][CH2:11][CH2:12][NH2:13])=[N:2]1.C(N(C(C)C)CC)(C)C.[Cl:23][C:24]1[CH:32]=[CH:31][C:27]([C:28](Cl)=[O:29])=[CH:26][CH:25]=1, predict the reaction product. The product is: [S:1]1[C:5]2[CH:6]=[CH:7][CH:8]=[CH:9][C:4]=2[C:3]([NH:10][CH2:11][CH2:12][NH:13][C:28](=[O:29])[C:27]2[CH:31]=[CH:32][C:24]([Cl:23])=[CH:25][CH:26]=2)=[N:2]1. (10) The product is: [F:1][C:2]1[CH:3]=[C:4]([C:15]2[C:16]3[C:17]4[CH:30]=[CH:29][S:28][C:18]=4[CH:19]=[N:20][C:21]=3[CH:22]=[CH:23][C:24]=2[OH:25])[CH:5]=[CH:6][C:7]=1[CH2:8][N:9]1[CH2:13][CH2:12][CH:11]([OH:14])[CH2:10]1. Given the reactants [F:1][C:2]1[CH:3]=[C:4]([C:15]2[C:16]3[C:17]4[CH:30]=[CH:29][S:28][C:18]=4[C:19](=O)[NH:20][C:21]=3[CH:22]=[CH:23][C:24]=2[O:25]C)[CH:5]=[CH:6][C:7]=1[CH2:8][N:9]1[CH2:13][CH2:12][CH:11]([OH:14])[CH2:10]1.BrB(Br)Br, predict the reaction product.